From a dataset of Reaction yield outcomes from USPTO patents with 853,638 reactions. Predict the reaction yield, written as a fraction of the theoretical maximum amount of product (1.0 means a 100% yield; for example, 0.34 means a 34% yield). (1) The reactants are [C:1]([N:4]1[CH2:13][CH2:12][C:11]2[C:6](=[CH:7][C:8](Br)=[CH:9][CH:10]=2)[CH2:5]1)(=[O:3])[CH3:2].[CH3:15][C:16]1([CH3:32])[C:20]([CH3:22])([CH3:21])[O:19][B:18]([B:18]2[O:19][C:20]([CH3:22])([CH3:21])[C:16]([CH3:32])([CH3:15])[O:17]2)[O:17]1.C([O-])(=O)C.[K+].COCCOC. The catalyst is O. The product is [C:1]([N:4]1[CH2:13][CH2:12][C:11]2[C:6](=[CH:7][C:8]([B:18]3[O:19][C:20]([CH3:22])([CH3:21])[C:16]([CH3:32])([CH3:15])[O:17]3)=[CH:9][CH:10]=2)[CH2:5]1)(=[O:3])[CH3:2]. The yield is 0.700. (2) The yield is 0.265. No catalyst specified. The product is [CH3:14][O:13][C:6]1[C:7]2[O:11][CH2:10][CH:9]([CH3:12])[C:8]=2[C:3]([CH2:2][NH:15][C:16]2[CH:21]=[CH:20][N:19]=[CH:18][CH:17]=2)=[CH:4][CH:5]=1. The reactants are O[CH2:2][C:3]1[C:8]2[CH:9]([CH3:12])[CH2:10][O:11][C:7]=2[C:6]([O:13][CH3:14])=[CH:5][CH:4]=1.[NH2:15][C:16]1[CH:21]=[CH:20][N:19]=[CH:18][CH:17]=1. (3) The reactants are [I-].[CH3:2][P+](C1C=CC=CC=1)(C1C=CC=CC=1)C1C=CC=CC=1.CC(C)([O-])C.[K+].[CH:28]([C:30]1[C:31]([C:36]2[CH:45]=[CH:44][C:39]([C:40]([O:42][CH3:43])=[O:41])=[CH:38][CH:37]=2)=[N:32][CH:33]=[CH:34][CH:35]=1)=O.O. The catalyst is O1CCCC1. The product is [CH:28]([C:30]1[C:31]([C:36]2[CH:45]=[CH:44][C:39]([C:40]([O:42][CH3:43])=[O:41])=[CH:38][CH:37]=2)=[N:32][CH:33]=[CH:34][CH:35]=1)=[CH2:2]. The yield is 0.570. (4) The reactants are [CH3:1][O:2][C:3]1[CH:4]=[C:5]2[C:10](=[CH:11][C:12]=1[O:13][CH3:14])[N:9]=[CH:8][N:7]=[C:6]2[O:15][C:16]1[CH:22]=[CH:21][C:19]([NH2:20])=[C:18]([CH3:23])[C:17]=1[CH3:24].C1(C)C=CC=CC=1.C(N(CC)CC)C.ClC(Cl)(O[C:43](=[O:49])[O:44][C:45](Cl)(Cl)Cl)Cl.[F:51][C:52]1[CH:62]=[CH:61][C:55]([O:56][CH2:57][CH2:58]CO)=[CH:54][CH:53]=1. The catalyst is C(Cl)Cl. The product is [CH3:1][O:2][C:3]1[CH:4]=[C:5]2[C:10](=[CH:11][C:12]=1[O:13][CH3:14])[N:9]=[CH:8][N:7]=[C:6]2[O:15][C:16]1[CH:22]=[CH:21][C:19]([NH:20][C:43](=[O:49])[O:44][CH2:45][CH2:58][CH2:57][O:56][C:55]2[CH:61]=[CH:62][C:52]([F:51])=[CH:53][CH:54]=2)=[C:18]([CH3:23])[C:17]=1[CH3:24]. The yield is 0.410. (5) The reactants are C(OC([N:8]1[C:16]2[CH2:15][CH2:14][N:13]([CH:17]([C:31]3[CH:36]=[CH:35][CH:34]=[CH:33][C:32]=3[Cl:37])[CH2:18][CH2:19][CH2:20][CH2:21][CH2:22][C:23]([C:26]([O:28][CH2:29][CH3:30])=[O:27])([CH3:25])[CH3:24])[CH2:12][C:11]=2[CH:10]=[CH:9]1)=O)(C)(C)C.C(O)(C(F)(F)F)=O. The catalyst is ClCCl. The yield is 0.659. The product is [CH2:29]([O:28][C:26](=[O:27])[C:23]([CH3:25])([CH3:24])[CH2:22][CH2:21][CH2:20][CH2:19][CH2:18][CH:17]([C:31]1[CH:36]=[CH:35][CH:34]=[CH:33][C:32]=1[Cl:37])[N:13]1[CH2:14][CH2:15][C:16]2[NH:8][CH:9]=[CH:10][C:11]=2[CH2:12]1)[CH3:30].